Dataset: B-cell epitopes from IEDB database with 3,159 antigens for binding position prediction. Task: Token-level Classification. Given an antigen amino acid sequence, predict which amino acid positions are active epitope sites capable of antibody binding. Output is a list of indices for active positions. Given the antigen sequence: GVHLLRQPGNVWVAWANKTGRTDFCLSLQSATSPFRTCLIGIPQYPLNAFERYVTNVTACNSTELANQTACLIKALNTTLPWDPQELDILGSQMIKNGTTRTCVTFGSVCYTGNNNSRVCHIFDGNFNGTGGAEAELRDFIEKWKSDDHLIRPYVNQSWTMVSPINIESFSISSRYCGFTSNKTRYFQGNESSWCGSKGGNWSAAYSNGTACSSNTTGCGGNCTAEWNYYAYGFTFRNKSEILWNNGTAKALPPGIFLICGDRAWQGIPSNALGGPCYLGQLTMLSPNLTTWMTYGPNITGHRRSRR, which amino acid positions are active epitope sites? The epitope positions are: [136, 137, 138, 139, 140, 141, 142, 143, 144, 145, 146, 147, 148, 149, 150, 151, 152, 153, 154, 155... (22 total positions)]. The amino acids at these positions are: LRDFIEKWKSDDHLIRPYVNQS.